This data is from Reaction yield outcomes from USPTO patents with 853,638 reactions. The task is: Predict the reaction yield, written as a fraction of the theoretical maximum amount of product (1.0 means a 100% yield; for example, 0.34 means a 34% yield). (1) The catalyst is CN(C1C=CN=CC=1)C.C(Cl)Cl. The yield is 0.300. The product is [CH3:12][O:13][C:14]1[CH:15]=[CH:16][C:17]([N+:24]([O-:26])=[O:25])=[C:18]([S:20]([NH:1][C:2]2[CH:3]=[CH:4][CH:5]=[C:6]3[C:11]=2[N:10]=[CH:9][CH:8]=[CH:7]3)(=[O:21])=[O:22])[CH:19]=1. The reactants are [NH2:1][C:2]1[CH:3]=[CH:4][CH:5]=[C:6]2[C:11]=1[N:10]=[CH:9][CH:8]=[CH:7]2.[CH3:12][O:13][C:14]1[CH:15]=[CH:16][C:17]([N+:24]([O-:26])=[O:25])=[C:18]([S:20](Cl)(=[O:22])=[O:21])[CH:19]=1.N1C=CC=CC=1. (2) The reactants are [NH2:1][N:2]1[C:7](=[O:8])[C:6]([C:9]2[NH:14][C:13]3[CH:15]=[CH:16][C:17]([O:19][CH2:20][C:21]4[CH:26]=[CH:25][CH:24]=[CH:23][CH:22]=4)=[CH:18][C:12]=3[S:11](=[O:28])(=[O:27])[N:10]=2)=[C:5]([OH:29])[C:4]2[S:30][CH:31]=[CH:32][C:3]1=2.[C:33]1(=O)[CH2:38][CH2:37][CH2:36][CH2:35][CH2:34]1. The catalyst is CN(C)C(=O)C. The product is [CH2:20]([O:19][C:17]1[CH:16]=[CH:15][C:13]2[NH:14][C:9]([C:6]3[C:7](=[O:8])[N:2]([N:1]=[C:33]4[CH2:38][CH2:37][CH2:36][CH2:35][CH2:34]4)[C:3]4[CH:32]=[CH:31][S:30][C:4]=4[C:5]=3[OH:29])=[N:10][S:11](=[O:28])(=[O:27])[C:12]=2[CH:18]=1)[C:21]1[CH:26]=[CH:25][CH:24]=[CH:23][CH:22]=1. The yield is 0.730. (3) The reactants are [Cl:1][CH:2]([CH3:7])[C:3]([NH:5][OH:6])=[NH:4].C(N(CC)CC)C.[CH3:15][C:16]1[CH:17]=[C:18]([CH:22]=[CH:23][CH:24]=1)[C:19](Cl)=O. The catalyst is C(Cl)Cl. The product is [Cl:1][CH:2]([C:3]1[N:4]=[C:15]([C:16]2[CH:17]=[C:18]([CH3:19])[CH:22]=[CH:23][CH:24]=2)[O:6][N:5]=1)[CH3:7]. The yield is 0.590. (4) The reactants are [NH2:1][C:2]1[CH:18]=[CH:17][C:16]([Br:19])=[CH:15][C:3]=1[C:4]([NH:6][CH2:7][C:8](=[O:14])[NH:9][C:10]([CH3:13])([CH3:12])[CH3:11])=[O:5].[Cl:20][C:21]1[CH:22]=[C:23]([CH:26]=[CH:27][CH:28]=1)[CH:24]=O. The catalyst is C(O)(=O)C.C(O)C. The product is [Br:19][C:16]1[CH:15]=[C:3]2[C:2](=[CH:18][CH:17]=1)[NH:1][CH:24]([C:23]1[CH:26]=[CH:27][CH:28]=[C:21]([Cl:20])[CH:22]=1)[N:6]([CH2:7][C:8]([NH:9][C:10]([CH3:12])([CH3:13])[CH3:11])=[O:14])[C:4]2=[O:5]. The yield is 0.580. (5) The reactants are Br[C:2]1[CH:7]=[CH:6][C:5]([C:8]2[CH:21]=[CH:20][C:19]3[C:10](=[C:11]([C:28]4[CH:33]=[CH:32][CH:31]=[CH:30][CH:29]=4)[C:12]4[C:17]([C:18]=3[C:22]3[CH:27]=[CH:26][CH:25]=[CH:24][CH:23]=3)=[CH:16][CH:15]=[CH:14][CH:13]=4)[CH:9]=2)=[CH:4][CH:3]=1.[CH:34]1[C:42]2[C:41]3[CH:43]=[CH:44][CH:45]=[CH:46][C:40]=3[S:39][C:38]=2[C:37]([C:47]2[CH:48]=[CH:49][C:50]3[NH:51][C:52]4[C:57]([C:58]=3[CH:59]=2)=[CH:56][CH:55]=[CH:54][CH:53]=4)=[CH:36][CH:35]=1.CC(C)([O-])C.[Na+].C(P(C(C)(C)C)C(C)(C)C)(C)(C)C. The catalyst is C1C=CC(/C=C/C(/C=C/C2C=CC=CC=2)=O)=CC=1.C1C=CC(/C=C/C(/C=C/C2C=CC=CC=2)=O)=CC=1.[Pd].CCCCCC.C1(C)C=CC=CC=1. The product is [CH:34]1[C:42]2[C:41]3[CH:43]=[CH:44][CH:45]=[CH:46][C:40]=3[S:39][C:38]=2[C:37]([C:47]2[CH:48]=[CH:49][C:50]3[N:51]([C:2]4[CH:3]=[CH:4][C:5]([C:8]5[CH:21]=[CH:20][C:19]6[C:10](=[C:11]([C:28]7[CH:33]=[CH:32][CH:31]=[CH:30][CH:29]=7)[C:12]7[C:17]([C:18]=6[C:22]6[CH:27]=[CH:26][CH:25]=[CH:24][CH:23]=6)=[CH:16][CH:15]=[CH:14][CH:13]=7)[CH:9]=5)=[CH:6][CH:7]=4)[C:52]4[C:57]([C:58]=3[CH:59]=2)=[CH:56][CH:55]=[CH:54][CH:53]=4)=[CH:36][CH:35]=1. The yield is 0.610. (6) The reactants are C([NH:4][C:5]1[CH:10]=[CH:9][CH:8]=[CH:7][C:6]=1[C:11]1[NH:12][C:13](=[O:29])[N:14]([CH:16]2[CH2:21][CH2:20][N:19]([CH2:22][C:23]3[CH:28]=[CH:27][CH:26]=[CH:25][CH:24]=3)[CH2:18][CH2:17]2)[CH:15]=1)(=O)C.[OH-].[Na+]. The catalyst is C(O)C. The product is [NH2:4][C:5]1[CH:10]=[CH:9][CH:8]=[CH:7][C:6]=1[C:11]1[NH:12][C:13](=[O:29])[N:14]([CH:16]2[CH2:21][CH2:20][N:19]([CH2:22][C:23]3[CH:28]=[CH:27][CH:26]=[CH:25][CH:24]=3)[CH2:18][CH2:17]2)[CH:15]=1. The yield is 1.00. (7) The reactants are [CH2:1]([C@H:3]1[C@@H:7]([CH2:8][OH:9])[CH2:6][C:5](=[CH:10][C:11]([O:13][CH2:14][CH3:15])=[O:12])[CH2:4]1)[CH3:2]. The catalyst is C(Cl)Cl.C1CCC(P(C2CCCCC2)C2CCCCC2)CC1.C1CC=CCCC=C1.C1C=CN=CC=1.F[P-](F)(F)(F)(F)F.[Ir]. The product is [CH2:1]([C@H:3]1[C@@H:7]([CH2:8][OH:9])[CH2:6][C@H:5]([CH2:10][C:11]([O:13][CH2:14][CH3:15])=[O:12])[CH2:4]1)[CH3:2]. The yield is 0.870.